Dataset: Catalyst prediction with 721,799 reactions and 888 catalyst types from USPTO. Task: Predict which catalyst facilitates the given reaction. (1) Reactant: N(CCN)=[N+]=[N-].C(N(CC)CC)C.[CH:14]1[C:19](N=C=S)=[CH:18][C:17]2[C:23]([O:25][C:26]3([C:36]4[CH:37]=[CH:38][C:39]([OH:41])=[CH:40][C:35]=4[O:34][C:28]4[CH:29]=[C:30]([OH:33])[CH:31]=[CH:32][C:27]3=4)[C:16]=2[CH:15]=1)=[O:24]. Product: [CH:14]1[CH:19]=[CH:18][C:17]([C:23]([OH:25])=[O:24])=[C:16]([C:26]2[C:27]3[CH:32]=[CH:31][C:30]([OH:33])=[CH:29][C:28]=3[O:34][C:35]3[C:36]=2[CH:37]=[CH:38][C:39]([CH:40]=3)=[O:41])[CH:15]=1. The catalyst class is: 4. (2) Reactant: [CH3:1][C:2]1([CH3:21])[O:7][CH2:6][CH:5]([N:8]2[C:13](=[O:14])[CH2:12][NH:11][C:10]3[CH:15]=[CH:16][C:17]([O:19][CH3:20])=[N:18][C:9]2=3)[CH2:4][O:3]1. Product: [CH3:1][C:2]1([CH3:21])[O:3][CH2:4][CH:5]([N:8]2[C:13](=[O:14])[CH:12]=[N:11][C:10]3[CH:15]=[CH:16][C:17]([O:19][CH3:20])=[N:18][C:9]2=3)[CH2:6][O:7]1. The catalyst class is: 485. (3) Reactant: [Br:1][C:2]1[CH:7]=[CH:6][C:5]([C@@H:8]([NH2:10])[CH3:9])=[CH:4][CH:3]=1.[CH:11]1([CH2:14][C:15](=[O:18])[CH:16]=[CH2:17])[CH2:13][CH2:12]1. Product: [Br:1][C:2]1[CH:7]=[CH:6][C:5]([C@@H:8]([NH:10][CH2:17][CH2:16][C:15](=[O:18])[CH2:14][CH:11]2[CH2:13][CH2:12]2)[CH3:9])=[CH:4][CH:3]=1. The catalyst class is: 5. (4) Reactant: [P:1]([O:19][C:20]([C:42]1[CH:47]=[CH:46][C:45]([F:48])=[CH:44][C:43]=1[F:49])([CH:27]([C:29]1[S:30][CH:31]=[C:32]([C:34]2[CH:39]=[CH:38][C:37]([C:40]#[N:41])=[CH:36][CH:35]=2)[N:33]=1)[CH3:28])[CH2:21][N:22]1[CH:26]=[N:25][CH:24]=[N:23]1)([O:11]CC1C=CC=CC=1)([O:3]CC1C=CC=CC=1)=[O:2].Br[Si](C)(C)C.N1C=CC=CC=1.[OH-].[Na+]. Product: [P:1]([OH:11])([OH:3])([O:19][C:20]([C:42]1[CH:47]=[CH:46][C:45]([F:48])=[CH:44][C:43]=1[F:49])([CH:27]([C:29]1[S:30][CH:31]=[C:32]([C:34]2[CH:39]=[CH:38][C:37]([C:40]#[N:41])=[CH:36][CH:35]=2)[N:33]=1)[CH3:28])[CH2:21][N:22]1[CH:26]=[N:25][CH:24]=[N:23]1)=[O:2]. The catalyst class is: 2. (5) Reactant: Br[C:2]1[CH:7]=[CH:6][N:5]=[C:4]([O:8][CH:9]([F:11])[F:10])[CH:3]=1.C([Li])(C)(C)C.[C:17]([C:19]1[C:24]([C:25]([C:33]2[CH:38]=[CH:37][CH:36]=[C:35]([O:39][CH2:40][CH2:41][CH2:42][F:43])[CH:34]=2)=[N:26]S(C(C)(C)C)=O)=[CH:23][CH:22]=[CH:21][N:20]=1)#[N:18].Cl. Product: [F:10][CH:9]([F:11])[O:8][C:4]1[CH:3]=[C:2]([C:25]2([C:33]3[CH:38]=[CH:37][CH:36]=[C:35]([O:39][CH2:40][CH2:41][CH2:42][F:43])[CH:34]=3)[C:24]3[C:19](=[N:20][CH:21]=[CH:22][CH:23]=3)[C:17]([NH2:18])=[N:26]2)[CH:7]=[CH:6][N:5]=1. The catalyst class is: 83. (6) Reactant: C(Cl)(=O)C(Cl)=O.CS(C)=O.[C:11]1([S:17]([N:20]2[CH:31]=[CH:30][C:29]3[C:21]2=[N:22][CH:23]=[C:24]2[C:28]=3[N:27]([CH:32]3[CH2:37][CH2:36][CH:35]([OH:38])[CH2:34][CH2:33]3)[N:26]=[N:25]2)(=[O:19])=[O:18])[CH:16]=[CH:15][CH:14]=[CH:13][CH:12]=1.C(N(CC)CC)C. Product: [C:11]1([S:17]([N:20]2[CH:31]=[CH:30][C:29]3[C:21]2=[N:22][CH:23]=[C:24]2[C:28]=3[N:27]([CH:32]3[CH2:33][CH2:34][C:35](=[O:38])[CH2:36][CH2:37]3)[N:26]=[N:25]2)(=[O:18])=[O:19])[CH:16]=[CH:15][CH:14]=[CH:13][CH:12]=1. The catalyst class is: 4. (7) Reactant: [C:1]([O:5][C:6]([N:8]1[CH2:13][CH:12]=[C:11]([C:14]2[C:22]3[S:21][C:20]([NH2:23])=[N:19][C:18]=3[C:17]([O:24][CH3:25])=[CH:16][CH:15]=2)[CH2:10][CH2:9]1)=[O:7])([CH3:4])([CH3:3])[CH3:2].C(N(C(C)C)C(C)C)C.[Cl:35][C:36]1[CH:37]=[C:38]([CH:42]=[CH:43][N:44]=1)[C:39](Cl)=[O:40].CO. Product: [C:1]([O:5][C:6]([N:8]1[CH2:9][CH:10]=[C:11]([C:14]2[C:22]3[S:21][C:20]([NH:23][C:39]([C:38]4[CH:42]=[CH:43][N:44]=[C:36]([Cl:35])[CH:37]=4)=[O:40])=[N:19][C:18]=3[C:17]([O:24][CH3:25])=[CH:16][CH:15]=2)[CH2:12][CH2:13]1)=[O:7])([CH3:4])([CH3:3])[CH3:2]. The catalyst class is: 266. (8) Reactant: [Br:1][C:2]1[CH:3]=[CH:4][C:5]([Cl:20])=[C:6]([CH:19]=1)[CH2:7][NH:8][C:9]1[C:14]([N+:15]([O-:17])=[O:16])=[CH:13][N:12]=[C:11](Cl)[N:10]=1.[NH2:21][CH2:22][C@@H:23]1[CH2:27][CH2:26][N:25]([C:28]([O:30][C:31]([CH3:34])([CH3:33])[CH3:32])=[O:29])[CH2:24]1.C(N(C(C)C)CC)(C)C.CN(C=O)C. Product: [Br:1][C:2]1[CH:3]=[CH:4][C:5]([Cl:20])=[C:6]([CH:19]=1)[CH2:7][NH:8][C:9]1[C:14]([N+:15]([O-:17])=[O:16])=[CH:13][N:12]=[C:11]([NH:21][CH2:22][C@@H:23]2[CH2:27][CH2:26][N:25]([C:28]([O:30][C:31]([CH3:34])([CH3:33])[CH3:32])=[O:29])[CH2:24]2)[N:10]=1. The catalyst class is: 232.